From a dataset of Reaction yield outcomes from USPTO patents with 853,638 reactions. Predict the reaction yield, written as a fraction of the theoretical maximum amount of product (1.0 means a 100% yield; for example, 0.34 means a 34% yield). (1) The reactants are [Cl:1][C:2]1[CH:7]=[CH:6][C:5]([C:8]2([C:11]([N:13]3[CH2:17][C@@H:16]([OH:18])[CH2:15][C@H:14]3[C:19]([NH:21][C:22]3([C:25]#[N:26])[CH2:24][CH2:23]3)=[O:20])=[O:12])[CH2:10][CH2:9]2)=[CH:4][CH:3]=1.[C:27]1([S:33](Cl)(=[O:35])=[O:34])[CH:32]=[CH:31][CH:30]=[CH:29][CH:28]=1.C(N(CC)CC)C.O. The catalyst is O1CCCC1.CN(C1C=CC=CN=1)C.CO. The product is [C:27]1([S:33]([O:18][C@H:16]2[CH2:15][C@@H:14]([C:19](=[O:20])[NH:21][C:22]3([C:25]#[N:26])[CH2:23][CH2:24]3)[N:13]([C:11]([C:8]3([C:5]4[CH:4]=[CH:3][C:2]([Cl:1])=[CH:7][CH:6]=4)[CH2:9][CH2:10]3)=[O:12])[CH2:17]2)(=[O:35])=[O:34])[CH:32]=[CH:31][CH:30]=[CH:29][CH:28]=1. The yield is 0.990. (2) The reactants are [OH:1][C@H:2]([CH:6]([CH3:8])[CH3:7])[C:3]([OH:5])=[O:4].[CH3:9]O. The catalyst is CCCCCC. The product is [OH:1][C@H:2]([CH:6]([CH3:8])[CH3:7])[C:3]([O:5][CH3:9])=[O:4]. The yield is 0.300. (3) The reactants are [C:1]([O:5][C:6](=[O:26])[NH:7][C:8]1[S:9][C:10]2[CH:16]=[C:15]([CH:17]=[O:18])[CH:14]=[C:13]([C:19]3[CH:24]=[CH:23][CH:22]=[C:21]([Br:25])[CH:20]=3)[C:11]=2[N:12]=1)([CH3:4])([CH3:3])[CH3:2].[F:27][C:28]1[CH:33]=[CH:32][C:31]([Mg]Br)=[CH:30][CH:29]=1.[NH4+].[Cl-]. The catalyst is C1COCC1. The product is [C:1]([O:5][C:6](=[O:26])[NH:7][C:8]1[S:9][C:10]2[CH:16]=[C:15]([CH:17]([C:31]3[CH:32]=[CH:33][C:28]([F:27])=[CH:29][CH:30]=3)[OH:18])[CH:14]=[C:13]([C:19]3[CH:24]=[CH:23][CH:22]=[C:21]([Br:25])[CH:20]=3)[C:11]=2[N:12]=1)([CH3:4])([CH3:2])[CH3:3]. The yield is 0.350. (4) The reactants are [CH3:1][C:2]1[CH:39]=[C:38]([CH3:40])[CH:37]=[CH:36][C:3]=1[O:4][CH2:5][C@H:6]([OH:35])[CH2:7][NH:8][C:9]1[CH:14]=[CH:13][NH:12][C:11](=[O:15])[C:10]=1[C:16]1[NH:27][C:26]2[C:18](=[CH:19][C:20]3[CH2:21][N:22]([CH:29]4[CH2:34][CH2:33][NH:32][CH2:31][CH2:30]4)[C:23](=[O:28])[C:24]=3[CH:25]=2)[N:17]=1.[CH3:41][C:42]([CH3:44])=O.[BH4-].[Na+]. The catalyst is CO. The product is [CH3:1][C:2]1[CH:39]=[C:38]([CH3:40])[CH:37]=[CH:36][C:3]=1[O:4][CH2:5][CH:6]([OH:35])[CH2:7][NH:8][C:9]1[CH:14]=[CH:13][NH:12][C:11](=[O:15])[C:10]=1[C:16]1[NH:27][C:26]2[C:18](=[CH:19][C:20]3[CH2:21][N:22]([CH:29]4[CH2:30][CH2:31][N:32]([CH:42]([CH3:44])[CH3:41])[CH2:33][CH2:34]4)[C:23](=[O:28])[C:24]=3[CH:25]=2)[N:17]=1. The yield is 0.0700. (5) The reactants are [CH3:1][O:2][C:3]1[CH:4]=[C:5]2[C:10](=[CH:11][C:12]=1[O:13][CH3:14])[N:9]=[CH:8][CH:7]=[C:6]2[O:15][C:16]1[CH:22]=[CH:21][C:19]([NH2:20])=[CH:18][CH:17]=1.C1(C)C=CC=CC=1.C(N(CC)CC)C.Cl[C:38](Cl)([O:40]C(=O)OC(Cl)(Cl)Cl)Cl.[F:49][C:50]1[CH:58]=[CH:57][C:53]([CH:54]([OH:56])[CH3:55])=[CH:52][CH:51]=1. The catalyst is C(Cl)Cl. The product is [CH3:1][O:2][C:3]1[CH:4]=[C:5]2[C:10](=[CH:11][C:12]=1[O:13][CH3:14])[N:9]=[CH:8][CH:7]=[C:6]2[O:15][C:16]1[CH:22]=[CH:21][C:19]([NH:20][C:38](=[O:40])[O:56][CH:54]([C:53]2[CH:57]=[CH:58][C:50]([F:49])=[CH:51][CH:52]=2)[CH3:55])=[CH:18][CH:17]=1. The yield is 0.730.